Dataset: Catalyst prediction with 721,799 reactions and 888 catalyst types from USPTO. Task: Predict which catalyst facilitates the given reaction. Reactant: N1(C([O-])=O)CCC=CC1.[Si:10]([O:17][CH2:18][C@@H:19]1[CH:24]=[C:23]([CH2:25][OH:26])[C:22](=[O:27])[CH2:21][N:20]1[C:28]([O:30][C:31]([CH3:34])([CH3:33])[CH3:32])=[O:29])([C:13]([CH3:16])([CH3:15])[CH3:14])([CH3:12])[CH3:11].ClC(Cl)(Cl)C(=N)O[CH2:39][C:40]1[CH:45]=[CH:44][C:43]([O:46][CH3:47])=[CH:42][CH:41]=1.C(S([O-])(=O)=O)(F)(F)F.C(S([O-])(=O)=O)(F)(F)F.C(S([O-])(=O)=O)(F)(F)F.[La+3]. Product: [Si:10]([O:17][CH2:18][C@@H:19]1[CH:24]=[C:23]([CH2:25][O:26][CH2:39][C:40]2[CH:45]=[CH:44][C:43]([O:46][CH3:47])=[CH:42][CH:41]=2)[C:22](=[O:27])[CH2:21][N:20]1[C:28]([O:30][C:31]([CH3:34])([CH3:33])[CH3:32])=[O:29])([C:13]([CH3:16])([CH3:15])[CH3:14])([CH3:12])[CH3:11]. The catalyst class is: 11.